This data is from Reaction yield outcomes from USPTO patents with 853,638 reactions. The task is: Predict the reaction yield, written as a fraction of the theoretical maximum amount of product (1.0 means a 100% yield; for example, 0.34 means a 34% yield). The reactants are [NH2:1][C:2]([C:4]1([C:7]([OH:9])=O)[CH2:6][CH2:5]1)=[O:3].[F:10][C:11]1[CH:12]=[C:13]([CH:23]=[CH:24][CH:25]=1)[CH2:14][O:15][C:16]1[CH:21]=[CH:20][C:19]([NH2:22])=[CH:18][CH:17]=1.Cl.CN(C)CCCN=C=NCC. The catalyst is ClCCl. The product is [F:10][C:11]1[CH:12]=[C:13]([CH:23]=[CH:24][CH:25]=1)[CH2:14][O:15][C:16]1[CH:21]=[CH:20][C:19]([NH:22][C:7]([C:4]2([C:2]([NH2:1])=[O:3])[CH2:5][CH2:6]2)=[O:9])=[CH:18][CH:17]=1. The yield is 0.560.